This data is from Full USPTO retrosynthesis dataset with 1.9M reactions from patents (1976-2016). The task is: Predict the reactants needed to synthesize the given product. (1) Given the product [Br:5][C:6]1[CH:11]=[CH:10][CH:9]=[CH:8][C:7]=1[S:12][CH2:13][C:14]([NH:20][C:19]1[CH:21]=[CH:22][CH:23]=[CH:24][C:18]=1[Cl:17])=[O:16], predict the reactants needed to synthesize it. The reactants are: P(Cl)(Cl)Cl.[Br:5][C:6]1[CH:11]=[CH:10][CH:9]=[CH:8][C:7]=1[S:12][CH2:13][C:14]([OH:16])=O.[Cl:17][C:18]1[CH:24]=[CH:23][CH:22]=[CH:21][C:19]=1[NH2:20].O. (2) Given the product [Cl:45][C:19]1[C:14]2[CH2:13][N:12]([C:10]3[N:9]([CH3:44])[N:8]=[C:7]([CH:4]([CH3:5])[CH3:6])[CH:11]=3)[CH2:43][CH2:42][C:15]=2[N:16]=[C:17]([C:22]2[CH:30]=[CH:29][CH:28]=[C:27]3[C:23]=2[C:24]([CH3:41])=[CH:25][N:26]3[S:31]([C:34]2[CH:35]=[CH:36][C:37]([CH3:38])=[CH:39][CH:40]=2)(=[O:32])=[O:33])[N:18]=1, predict the reactants needed to synthesize it. The reactants are: C(O)C.[CH:4]([C:7]1[CH:11]=[C:10]([N:12]2[CH2:43][CH2:42][C:15]3[N:16]=[C:17]([C:22]4[CH:30]=[CH:29][CH:28]=[C:27]5[C:23]=4[C:24]([CH3:41])=[CH:25][N:26]5[S:31]([C:34]4[CH:40]=[CH:39][C:37]([CH3:38])=[CH:36][CH:35]=4)(=[O:33])=[O:32])[N:18]=[C:19](OC)[C:14]=3[CH2:13]2)[N:9]([CH3:44])[N:8]=1)([CH3:6])[CH3:5].[ClH:45].C(=O)(O)[O-].[Na+]. (3) Given the product [OH:17][N:18]=[C:9]1[C:8]2[CH:12]=[CH:13][CH2:14][CH2:15][C:7]=2[CH2:6][CH2:5][N:4]([CH2:3][CH:2]([CH3:16])[CH3:1])[C:10]1=[O:11], predict the reactants needed to synthesize it. The reactants are: [CH3:1][CH:2]([CH3:16])[CH2:3][N:4]1[C:10](=[O:11])[CH2:9][C:8]2[CH:12]=[CH:13][CH2:14][CH2:15][C:7]=2[CH2:6][CH2:5]1.[OH:17][N:18]=C1C2C=CCCC=2CCN(C)C1=O. (4) Given the product [N:23]([CH2:3][CH:2]([OH:1])[CH2:4][N:5]1[C:11]2[CH:12]=[CH:13][CH:14]=[CH:15][C:10]=2[CH2:9][CH2:8][C:7]2[CH:16]=[CH:17][CH:18]=[CH:19][C:6]1=2)=[N+:24]=[N-:25], predict the reactants needed to synthesize it. The reactants are: [O:1]1[CH2:3][CH:2]1[CH2:4][N:5]1[C:11]2[CH:12]=[CH:13][CH:14]=[CH:15][C:10]=2[CH2:9][CH2:8][C:7]2[CH:16]=[CH:17][CH:18]=[CH:19][C:6]1=2.C(O)C.[N-:23]=[N+:24]=[N-:25].[Na+].[Cl-].[NH4+].